Dataset: Full USPTO retrosynthesis dataset with 1.9M reactions from patents (1976-2016). Task: Predict the reactants needed to synthesize the given product. (1) Given the product [NH2:9][CH2:10][CH2:11][N:12]([CH2:22][CH:23]1[CH2:28][CH2:27][CH2:26][CH2:25][CH2:24]1)[S:13]([C:16]1[CH:21]=[CH:20][CH:19]=[CH:18][N:17]=1)(=[O:15])=[O:14].[C:1]([C:3]1[CH:4]=[CH:5][C:6]([N:9]([CH2:40][C:41]2[N:45]([CH3:46])[CH:44]=[N:43][CH:42]=2)[CH2:10][CH2:11][N:12]([CH2:22][CH:23]2[CH2:28][CH2:27][CH2:26][CH2:25][CH2:24]2)[S:13]([C:16]2[CH:21]=[CH:20][CH:19]=[CH:18][N:17]=2)(=[O:15])=[O:14])=[CH:7][CH:8]=1)#[N:2], predict the reactants needed to synthesize it. The reactants are: [C:1]([C:3]1[CH:8]=[CH:7][C:6]([NH:9][CH2:10][CH2:11][N:12]([CH2:22][CH:23]2[CH2:28][CH2:27][CH2:26][CH2:25][CH2:24]2)[S:13]([C:16]2[CH:21]=[CH:20][CH:19]=[CH:18][N:17]=2)(=[O:15])=[O:14])=[CH:5][CH:4]=1)#[N:2].ClCC1NC=NC=1.Cl.[H-].[Na+].Cl[CH2:40][C:41]1[N:45]([CH3:46])[CH:44]=[N:43][CH:42]=1. (2) Given the product [C:1]([O:5][C:6](=[O:42])[C:7]1[CH:12]=[CH:11][CH:10]=[C:9]([CH2:13][CH:14]([NH:28][C:29](=[O:39])[CH2:30][CH:31]2[CH2:32][CH2:33][CH:34]([CH2:37][NH:38][CH2:58][CH2:57][NH:56][C:49]([O:51][C:52]([CH3:55])([CH3:54])[CH3:53])=[O:50])[CH2:35][CH2:36]2)[B:15]2[O:23][CH:22]3[C:17]([CH3:27])([CH:18]4[CH2:24][CH:20]([CH2:21]3)[C:19]4([CH3:25])[CH3:26])[O:16]2)[C:8]=1[O:40][CH3:41])([CH3:2])([CH3:3])[CH3:4], predict the reactants needed to synthesize it. The reactants are: [C:1]([O:5][C:6](=[O:42])[C:7]1[CH:12]=[CH:11][CH:10]=[C:9]([CH2:13][CH:14]([NH:28][C:29](=[O:39])[CH2:30][CH:31]2[CH2:36][CH2:35][CH:34]([CH2:37][NH2:38])[CH2:33][CH2:32]2)[B:15]2[O:23][CH:22]3[C:17]([CH3:27])([CH:18]4[CH2:24][CH:20]([CH2:21]3)[C:19]4([CH3:26])[CH3:25])[O:16]2)[C:8]=1[O:40][CH3:41])([CH3:4])([CH3:3])[CH3:2].C(=O)([O-])[O-].[K+].[K+].[C:49]([NH:56][CH2:57][CH2:58]Br)([O:51][C:52]([CH3:55])([CH3:54])[CH3:53])=[O:50].CN(C=O)C.